This data is from Cav3 T-type calcium channel HTS with 100,875 compounds. The task is: Binary Classification. Given a drug SMILES string, predict its activity (active/inactive) in a high-throughput screening assay against a specified biological target. (1) The drug is O1CCN(C(=O)N(CCOCC1)C)C. The result is 0 (inactive). (2) The drug is S(=O)(=O)(N\N=C(/c1ccc(NC(=O)CC)cc1)C)c1ccc(cc1)C. The result is 0 (inactive). (3) The compound is O1C2(C(CC1=O)C(=O)Nc1c3c(ccc1)cccc3)CCCC2. The result is 0 (inactive). (4) The molecule is ClC1=C(NCCO)C(=O)N(c2c(cc(cc2)C)C)C1=O. The result is 0 (inactive). (5) The molecule is O(C(C(=O)NCC1CCCCC1)C)C(=O)c1cc(NC(=O)c2occc2)c(OC)c(OC)c1. The result is 0 (inactive). (6) The result is 1 (active). The drug is O=C1N(c2c(N(C1(C)C)C(=O)C)cccc2)Cc1c(cc(cc1)C)C. (7) The drug is s1c2nc(SCC(=O)N(CC)CC)[nH]c(=O)c2c(c1C)C. The result is 0 (inactive). (8) The molecule is FC(F)(F)c1cc(CNc2nccc(OC)c2C#N)ccc1. The result is 0 (inactive). (9) The molecule is S(=O)(=O)(N(CC)CC)c1ccc(OC(C)C)nc1. The result is 0 (inactive). (10) The molecule is S(=O)(=O)(N1CCCCCC1)c1ccc(cc1)C(OCC(=O)N)=O. The result is 0 (inactive).